From a dataset of Full USPTO retrosynthesis dataset with 1.9M reactions from patents (1976-2016). Predict the reactants needed to synthesize the given product. (1) Given the product [ClH:33].[ClH:33].[NH2:9][CH2:8][C:2]1([CH3:1])[CH2:3][CH2:4][N:5]([C:34]2[N:42]3[C:38](=[N:39][C:40]4[CH:46]=[CH:45][CH:44]=[CH:43][C:41]=43)[C:37]([C:47]([NH2:49])=[O:48])=[C:36]3[CH2:50][CH2:51][CH2:52][C:35]=23)[CH2:6][CH2:7]1, predict the reactants needed to synthesize it. The reactants are: [CH3:1][C:2]1([CH2:8][NH:9]C(=O)OC(C)(C)C)[CH2:7][CH2:6][NH:5][CH2:4][CH2:3]1.CCN(C(C)C)C(C)C.CN1C(=O)CCC1.[Cl:33][C:34]1[N:42]2[C:38](=[N:39][C:40]3[CH:46]=[CH:45][CH:44]=[CH:43][C:41]=32)[C:37]([C:47]([NH2:49])=[O:48])=[C:36]2[CH2:50][CH2:51][CH2:52][C:35]=12. (2) Given the product [ClH:16].[NH2:13][C:10]1[CH:11]=[CH:12][C:3]([O:2][CH3:1])=[C:4]([CH:9]=1)[C:5]([O:7][CH3:8])=[O:6], predict the reactants needed to synthesize it. The reactants are: [CH3:1][O:2][C:3]1[CH:12]=[CH:11][C:10]([N+:13]([O-])=O)=[CH:9][C:4]=1[C:5]([O:7][CH3:8])=[O:6].[ClH:16]. (3) Given the product [CH3:47][N:48]([CH3:53])[S:49]([N:27]1[CH2:26][CH2:25][N:24]([C:23](=[O:30])[C:22]([NH:21][C:18]23[CH2:19][CH2:20][CH:15]([CH2:16][CH2:17]2)[CH2:14][N:13]2[C:32](=[O:35])[C:33]([OH:34])=[C:10]([C:8]([NH:7][CH2:6][C:5]4[CH:4]=[CH:3][C:2]([F:1])=[CH:37][CH:36]=4)=[O:9])[N:11]=[C:12]32)=[O:31])[CH2:29][CH2:28]1)(=[O:51])=[O:50], predict the reactants needed to synthesize it. The reactants are: [F:1][C:2]1[CH:37]=[CH:36][C:5]([CH2:6][NH:7][C:8]([C:10]2[N:11]=[C:12]3[C:18]4([NH:21][C:22](=[O:31])[C:23](=[O:30])[N:24]5[CH2:29][CH2:28][NH:27][CH2:26][CH2:25]5)[CH2:19][CH2:20][CH:15]([CH2:16][CH2:17]4)[CH2:14][N:13]3[C:32](=[O:35])[C:33]=2[OH:34])=[O:9])=[CH:4][CH:3]=1.C(N(C(C)C)CC)(C)C.[CH3:47][N:48]([CH3:53])[S:49](Cl)(=[O:51])=[O:50]. (4) Given the product [NH2:15][C:16]1[C:24]([Cl:25])=[CH:23][C:19]([C:20]([O:22][CH2:17][CH:16]2[CH2:24][CH2:11][N:10]([C:3]([O:4][C:19]([CH3:23])([CH3:20])[CH3:18])=[O:28])[CH2:14][CH2:13]2)=[O:21])=[C:18]([O:26][CH3:27])[CH:17]=1, predict the reactants needed to synthesize it. The reactants are: [H-].[Na+].[C:3]([N:10]1[CH:14]=[CH:13]N=[CH:11]1)(N1C=CN=C1)=[O:4].[NH2:15][C:16]1[C:24]([Cl:25])=[CH:23][C:19]([C:20]([OH:22])=[O:21])=[C:18]([O:26][CH3:27])[CH:17]=1.[OH2:28].